Dataset: Catalyst prediction with 721,799 reactions and 888 catalyst types from USPTO. Task: Predict which catalyst facilitates the given reaction. (1) Reactant: [C:1](=O)([O-])[O-].[Na+].[Na+].S(OC)(OC)(=O)=O.[OH:14][C:15]1[CH:20]=[C:19]([C:21]([F:24])([F:23])[F:22])[O:18][C:17](=[O:25])[CH:16]=1. Product: [CH3:1][O:14][C:15]1[CH:20]=[C:19]([C:21]([F:22])([F:23])[F:24])[O:18][C:17](=[O:25])[CH:16]=1. The catalyst class is: 21. (2) Reactant: C(=O)([O-])O.[Na+].[CH2:6]([OH:14])[CH2:7][CH2:8][CH2:9][CH2:10][CH2:11][CH2:12][CH3:13].[C:15](OC=C)(=[O:17])[CH3:16].C(OCCCCCCCC)=C. Product: [C:15]([O:14][CH2:6][CH2:7][CH2:8][CH2:9][CH2:10][CH2:11][CH2:12][CH3:13])(=[O:17])[CH3:16]. The catalyst class is: 11. (3) Reactant: [N:1]1([C:7]2[CH:8]=[C:9]3[C:13](=[CH:14][CH:15]=2)[C:12](=[N:16]O)[CH2:11][CH2:10]3)[CH2:6][CH2:5][O:4][CH2:3][CH2:2]1.[H][H]. Product: [N:1]1([C:7]2[CH:8]=[C:9]3[C:13](=[CH:14][CH:15]=2)[CH:12]([NH2:16])[CH2:11][CH2:10]3)[CH2:6][CH2:5][O:4][CH2:3][CH2:2]1. The catalyst class is: 349. (4) Reactant: [NH2:1][C@@H:2]([CH2:33][C:34]1[CH:39]=[CH:38][CH:37]=[CH:36][CH:35]=1)[C@@H:3]([OH:32])[CH2:4][C@@H:5]([NH:19][C:20]([C@@H:22]([NH:27][C:28](=[O:31])[O:29][CH3:30])[C:23]([CH3:26])([CH3:25])[CH3:24])=[O:21])[CH2:6][C:7]1[CH:12]=[CH:11][C:10]([C:13]2[CH:18]=[CH:17][CH:16]=[CH:15][N:14]=2)=[CH:9][CH:8]=1.[CH3:40][C@@H:41]([CH2:60][CH3:61])[C@H:42]([N:46]1[CH2:50][CH2:49][N:48]([CH2:51][C:52]2[CH:57]=[CH:56][CH:55]=[C:54]([CH3:58])[N:53]=2)[C:47]1=[O:59])[C:43](O)=[O:44].CCOP(ON1N=NC2C=CC=CC=2C1=O)(OCC)=O.C(N(CC)C(C)C)(C)C. Product: [OH:32][C@H:3]([C@@H:2]([NH:1][C:43](=[O:44])[C@@H:42]([N:46]1[CH2:50][CH2:49][N:48]([CH2:51][C:52]2[CH:57]=[CH:56][CH:55]=[C:54]([CH3:58])[N:53]=2)[C:47]1=[O:59])[CH:41]([CH3:40])[CH2:60][CH3:61])[CH2:33][C:34]1[CH:35]=[CH:36][CH:37]=[CH:38][CH:39]=1)[CH2:4][C@@H:5]([NH:19][C:20]([C@@H:22]([NH:27][C:28](=[O:31])[O:29][CH3:30])[C:23]([CH3:26])([CH3:25])[CH3:24])=[O:21])[CH2:6][C:7]1[CH:12]=[CH:11][C:10]([C:13]2[CH:18]=[CH:17][CH:16]=[CH:15][N:14]=2)=[CH:9][CH:8]=1. The catalyst class is: 1. (5) Reactant: [C:1]([C:3]1[CH:4]=[C:5]2[C:10](=[CH:11][C:12]=1[O:13][C:14]1[CH:19]=[CH:18][C:17]([C:20](=[O:34])[NH:21][CH2:22][CH2:23][C:24]3[CH:29]=[CH:28][C:27]([C:30]([F:33])([F:32])[F:31])=[CH:26][N:25]=3)=[CH:16][CH:15]=1)[O:9][CH2:8][CH2:7][CH:6]2[C:35]([O:37]C)=[O:36])#[N:2].O.[OH-].[Li+].O.Cl.O1CCOCC1. Product: [C:1]([C:3]1[CH:4]=[C:5]2[C:10](=[CH:11][C:12]=1[O:13][C:14]1[CH:19]=[CH:18][C:17]([C:20](=[O:34])[NH:21][CH2:22][CH2:23][C:24]3[CH:29]=[CH:28][C:27]([C:30]([F:31])([F:32])[F:33])=[CH:26][N:25]=3)=[CH:16][CH:15]=1)[O:9][CH2:8][CH2:7][CH:6]2[C:35]([OH:37])=[O:36])#[N:2]. The catalyst class is: 1. (6) Product: [Br:31][CH2:10][C:6]1[N:5]=[C:4]([Cl:11])[CH:3]=[C:2]([Cl:1])[C:7]=1[C:8]#[N:9]. The catalyst class is: 53. Reactant: [Cl:1][C:2]1[C:7]([C:8]#[N:9])=[C:6]([CH3:10])[N:5]=[C:4]([Cl:11])[CH:3]=1.CC(N=NC(C#N)(C)C)(C#N)C.C1C(=O)N([Br:31])C(=O)C1.